Dataset: Acute oral toxicity (LD50) regression data from Zhu et al.. Task: Regression/Classification. Given a drug SMILES string, predict its toxicity properties. Task type varies by dataset: regression for continuous values (e.g., LD50, hERG inhibition percentage) or binary classification for toxic/non-toxic outcomes (e.g., AMES mutagenicity, cardiotoxicity, hepatotoxicity). Dataset: ld50_zhu. (1) The compound is CCSC(SCC)c1ccccc1OC(=O)NC. The rat oral LD50 is 2.76, given as -log10 of the dose in mol/kg body weight (higher means more acutely toxic). (2) The drug is CC1=CC(C)(C)CC(=O)C1. The rat oral LD50 is 1.67, given as -log10 of the dose in mol/kg body weight (higher means more acutely toxic). (3) The molecule is COC(=O)c1ccc2[nH]c(C(F)(F)F)nc2c1. The rat oral LD50 is 4.04, given as -log10 of the dose in mol/kg body weight (higher means more acutely toxic). (4) The molecule is CCCCOC(=O)CCCCC(=O)OCCCC. The rat oral LD50 is 1.30, given as -log10 of the dose in mol/kg body weight (higher means more acutely toxic). (5) The drug is CC(C)=CC1C(C(=O)OCc2coc(Cc3ccccc3)c2)C1(C)C. The rat oral LD50 is 2.44, given as -log10 of the dose in mol/kg body weight (higher means more acutely toxic). (6) The compound is CCOP(=O)(OCC)OC(=CCl)c1ccc(Cl)cc1Cl. The rat oral LD50 is 4.56, given as -log10 of the dose in mol/kg body weight (higher means more acutely toxic). (7) The compound is COP(=S)(OC)SCc1nnc(C(C)C)o1. The rat oral LD50 is 2.92, given as -log10 of the dose in mol/kg body weight (higher means more acutely toxic).